Dataset: Forward reaction prediction with 1.9M reactions from USPTO patents (1976-2016). Task: Predict the product of the given reaction. (1) Given the reactants C([O:8][C@H:9]1[C@H:13]2[O:14][CH2:15][C@:10]1([CH2:34][O:35]CC1C=CC=CC=1)[O:11][C@H:12]2[N:16]1[CH:24]=[N:23][C:22]2[C:17]1=[N:18][CH:19]=[N:20][C:21]=2[NH:25]C(=O)C1C=CC=CC=1)C1C=CC=CC=1.B(Cl)(Cl)Cl.CO, predict the reaction product. The product is: [OH:8][C@H:9]1[C@H:13]2[O:14][CH2:15][C@:10]1([CH2:34][OH:35])[O:11][C@H:12]2[N:16]1[CH:24]=[N:23][C:22]2[C:17]1=[N:18][CH:19]=[N:20][C:21]=2[NH2:25]. (2) Given the reactants [C:1]1([N:7]2[CH2:12][CH2:11][N:10]([C:13]([O:15][CH2:16][C:17]3[CH:22]=[CH:21][CH:20]=[CH:19][CH:18]=3)=[O:14])[CH2:9][CH2:8]2)[CH:6]=[CH:5][CH:4]=[CH:3][CH:2]=1.[Br:23]N1C(=O)CCC1=O, predict the reaction product. The product is: [Br:23][C:4]1[CH:3]=[CH:2][C:1]([N:7]2[CH2:8][CH2:9][N:10]([C:13]([O:15][CH2:16][C:17]3[CH:22]=[CH:21][CH:20]=[CH:19][CH:18]=3)=[O:14])[CH2:11][CH2:12]2)=[CH:6][CH:5]=1.